From a dataset of Reaction yield outcomes from USPTO patents with 853,638 reactions. Predict the reaction yield, written as a fraction of the theoretical maximum amount of product (1.0 means a 100% yield; for example, 0.34 means a 34% yield). (1) The reactants are [CH2:1]([O:4][C:5]1[CH:20]=[CH:19][C:8]([CH2:9][NH:10][CH2:11][CH2:12][CH2:13][CH2:14][CH2:15][C:16]([OH:18])=[O:17])=[CH:7][CH:6]=1)[C:2]#[CH:3].[CH:21]([C:23]1[N:24]([CH2:28][C:29]([O:31][C:32]([CH3:35])([CH3:34])[CH3:33])=[O:30])[CH:25]=[CH:26][N:27]=1)=O.CC(O)=O.[BH-](OC(C)=O)(OC(C)=O)OC(C)=O.[Na+]. The catalyst is ClCCCl.CO.O. The product is [C:32]([O:31][C:29](=[O:30])[CH2:28][N:24]1[CH:25]=[CH:26][N:27]=[C:23]1[CH2:21][N:10]([CH2:9][C:8]1[CH:19]=[CH:20][C:5]([O:4][CH2:1][C:2]#[CH:3])=[CH:6][CH:7]=1)[CH2:11][CH2:12][CH2:13][CH2:14][CH2:15][C:16]([OH:18])=[O:17])([CH3:35])([CH3:34])[CH3:33]. The yield is 0.380. (2) The reactants are [CH2:1]([O:5][C:6]1[CH:10]=[C:9](/[CH:11]=[CH:12]/[C:13]([O:15][CH2:16][CH3:17])=[O:14])[N:8]([CH2:18][C:19]2[CH:24]=[CH:23][C:22]([C:25]([F:28])([F:27])[F:26])=[CH:21][CH:20]=2)[N:7]=1)[CH2:2][CH2:3][CH3:4]. The catalyst is [C].[Pd].O1CCCC1. The product is [CH2:1]([O:5][C:6]1[CH:10]=[C:9]([CH2:11][CH2:12][C:13]([O:15][CH2:16][CH3:17])=[O:14])[N:8]([CH2:18][C:19]2[CH:20]=[CH:21][C:22]([C:25]([F:28])([F:27])[F:26])=[CH:23][CH:24]=2)[N:7]=1)[CH2:2][CH2:3][CH3:4]. The yield is 0.940. (3) The reactants are [CH2:1]([N:8]1[CH2:13][CH2:12][C:11]([NH:16]C(=O)C)([CH2:14][CH3:15])[CH2:10][CH2:9]1)[C:2]1[CH:7]=[CH:6][CH:5]=[CH:4][CH:3]=1.Cl.[OH-].[Na+]. No catalyst specified. The product is [CH2:1]([N:8]1[CH2:13][CH2:12][C:11]([CH2:14][CH3:15])([NH2:16])[CH2:10][CH2:9]1)[C:2]1[CH:3]=[CH:4][CH:5]=[CH:6][CH:7]=1. The yield is 0.620. (4) The reactants are [N:1]1[C:10]2[CH:9]([NH:11][CH2:12][C:13]3[N:17]([CH2:18][CH2:19][C:20]#[N:21])[C:16]4[CH:22]=[CH:23][CH:24]=[CH:25][C:15]=4[N:14]=3)[CH2:8][CH2:7][CH2:6][C:5]=2[CH:4]=[CH:3][CH:2]=1.[CH:26](=O)[CH3:27].[BH-](OC(C)=O)(OC(C)=O)OC(C)=O.[Na+].CC(O)=O. The catalyst is ClCCCl. The product is [CH2:26]([N:11]([CH2:12][C:13]1[N:17]([CH2:18][CH2:19][C:20]#[N:21])[C:16]2[CH:22]=[CH:23][CH:24]=[CH:25][C:15]=2[N:14]=1)[CH:9]1[C:10]2[N:1]=[CH:2][CH:3]=[CH:4][C:5]=2[CH2:6][CH2:7][CH2:8]1)[CH3:27]. The yield is 0.650. (5) The reactants are Br[C:2]1[CH:3]=[CH:4][C:5]([Cl:9])=[C:6]([CH3:8])[CH:7]=1.C([Li])CCC.[O:15]1[CH2:18][C:17](=[O:19])[CH2:16]1.O. The catalyst is C1COCC1. The product is [Cl:9][C:5]1[CH:4]=[CH:3][C:2]([C:17]2([OH:19])[CH2:18][O:15][CH2:16]2)=[CH:7][C:6]=1[CH3:8]. The yield is 0.990. (6) The reactants are [O:1]1CCO[CH:2]1[C:6]1[C:11]([O:12][CH2:13][C:14]2[C:15]([C:20]3[N:24]([CH:25]([CH3:27])[CH3:26])[N:23]=[CH:22][C:21]=3[CH3:28])=[N:16][CH:17]=[CH:18][CH:19]=2)=[CH:10][N:9]=[C:8]([O:29][CH3:30])[CH:7]=1.Cl. No catalyst specified. The product is [CH:25]([N:24]1[C:20]([C:15]2[C:14]([CH2:13][O:12][C:11]3[C:6]([CH:2]=[O:1])=[CH:7][C:8]([O:29][CH3:30])=[N:9][CH:10]=3)=[CH:19][CH:18]=[CH:17][N:16]=2)=[C:21]([CH3:28])[CH:22]=[N:23]1)([CH3:27])[CH3:26]. The yield is 0.990. (7) The reactants are [CH3:1][N:2](C)CCN(C)C.CC1(C)C2C=CC=C(P(C3C=CC=CC=3)C3C=CC=CC=3)C=2OC2C1=CC=CC=2P(C1C=CC=CC=1)C1C=CC=CC=1.Br[C:52]1[C:53]([O:73][CH2:74][CH3:75])=[C:54]([CH:60]([N:62]2[C:66]3=[N:67][CH:68]=[N:69][C:70]([NH2:71])=[C:65]3[C:64]([CH3:72])=[N:63]2)[CH3:61])[CH:55]=[C:56]([Cl:59])[C:57]=1[CH3:58]. The catalyst is CN(C)C=O.[C-]#N.[Zn+2].[C-]#N.C1C=CC(/C=C/C(/C=C/C2C=CC=CC=2)=O)=CC=1.C1C=CC(/C=C/C(/C=C/C2C=CC=CC=2)=O)=CC=1.C1C=CC(/C=C/C(/C=C/C2C=CC=CC=2)=O)=CC=1.[Pd].[Pd]. The product is [NH2:71][C:70]1[N:69]=[CH:68][N:67]=[C:66]2[N:62]([CH:60]([C:54]3[C:53]([O:73][CH2:74][CH3:75])=[C:52]([C:57]([CH3:58])=[C:56]([Cl:59])[CH:55]=3)[C:1]#[N:2])[CH3:61])[N:63]=[C:64]([CH3:72])[C:65]=12. The yield is 0.200. (8) The reactants are [CH3:1][O:2][C:3]1[N:8]=[C:7]([NH2:9])[N:6]=[C:5]2[NH:10][N:11]=[CH:12][C:4]=12.C([O-])(=O)C.[Na+].[I:18]Cl.S(S([O-])=O)([O-])(=O)=O.[Na+].[Na+]. The catalyst is O. The product is [I:18][C:12]1[C:4]2[C:5](=[N:6][C:7]([NH2:9])=[N:8][C:3]=2[O:2][CH3:1])[NH:10][N:11]=1. The yield is 0.780. (9) The reactants are C[O:2][C:3]([C:5]1[C:14]2[C:9](=[CH:10][CH:11]=[C:12]([O:15][CH3:16])[CH:13]=2)[N:8]=[CH:7][C:6]=1[OH:17])=O.[H-].[Al+3].[Li+].[H-].[H-].[H-]. The catalyst is O1CCCC1. The product is [OH:2][CH2:3][C:5]1[C:14]2[C:9](=[CH:10][CH:11]=[C:12]([O:15][CH3:16])[CH:13]=2)[N:8]=[CH:7][C:6]=1[OH:17]. The yield is 0.900.